Dataset: Reaction yield outcomes from USPTO patents with 853,638 reactions. Task: Predict the reaction yield, written as a fraction of the theoretical maximum amount of product (1.0 means a 100% yield; for example, 0.34 means a 34% yield). (1) The reactants are C(OC(=O)[NH:10][CH:11]([CH:15]([C:17](=[O:22])[NH:18][CH:19]1[CH2:21][CH2:20]1)[OH:16])[CH2:12][CH2:13][CH3:14])C1C=CC=CC=1. The catalyst is CO. The product is [CH:19]1([NH:18][C:17](=[O:22])[CH:15]([OH:16])[CH:11]([NH2:10])[CH2:12][CH2:13][CH3:14])[CH2:21][CH2:20]1. The yield is 0.970. (2) The reactants are [Cl:1][C:2]1[C:7]([CH:8]=[O:9])=[C:6]([N:10]2[CH2:23][CH2:22][N:13]3[C:14]4[CH2:15][CH2:16][CH2:17][CH2:18][C:19]=4[C:20]([F:21])=[C:12]3[C:11]2=[O:24])[N:5]=[CH:4][CH:3]=1.[BH4-].[Na+]. The catalyst is CO. The product is [Cl:1][C:2]1[CH:3]=[CH:4][N:5]=[C:6]([N:10]2[CH2:23][CH2:22][N:13]3[C:14]4[CH2:15][CH2:16][CH2:17][CH2:18][C:19]=4[C:20]([F:21])=[C:12]3[C:11]2=[O:24])[C:7]=1[CH2:8][OH:9]. The yield is 0.810. (3) The reactants are [NH2:1][C@H:2]([CH2:33]O)[CH2:3][CH2:4][C:5]1[C:10]([F:11])=[CH:9][N:8]=[CH:7][C:6]=1[NH:12][C:13](=[O:32])[C@@H:14]([N:29]=[N+:30]=[N-:31])[C@@H:15]([C:22]1[CH:27]=[CH:26][C:25]([Cl:28])=[CH:24][CH:23]=1)[CH:16]1[CH2:21][CH2:20][O:19][CH2:18][CH2:17]1.C(N(CC)CC)C.[CH3:42][O:43][C:44]1[CH:49]=[CH:48][C:47]([S:50](Cl)(=[O:52])=[O:51])=[CH:46][CH:45]=1.CS(Cl)(=O)=O. The catalyst is ClCCl.CN(C1C=CN=CC=1)C. The product is [N:29]([C@@H:14]([C@@H:15]([C:22]1[CH:27]=[CH:26][C:25]([Cl:28])=[CH:24][CH:23]=1)[CH:16]1[CH2:17][CH2:18][O:19][CH2:20][CH2:21]1)[C:13]([NH:12][C:6]1[CH:7]=[N:8][CH:9]=[C:10]([F:11])[C:5]=1[CH2:4][CH2:3][CH:2]1[CH2:33][N@@:1]1[S:50]([C:47]1[CH:46]=[CH:45][C:44]([O:43][CH3:42])=[CH:49][CH:48]=1)(=[O:52])=[O:51])=[O:32])=[N+:30]=[N-:31]. The yield is 0.600.